This data is from Full USPTO retrosynthesis dataset with 1.9M reactions from patents (1976-2016). The task is: Predict the reactants needed to synthesize the given product. (1) Given the product [Cl:1][C:2]1[N:3]([CH2:24][C:25]#[N:26])[C:4](=[O:20])[C:5]2[N:6]([CH2:11][C:12]3[CH:17]=[CH:16][C:15]([O:18][CH3:19])=[CH:14][CH:13]=3)[CH:7]=[N:8][C:9]=2[N:10]=1, predict the reactants needed to synthesize it. The reactants are: [Cl:1][C:2]1[NH:3][C:4](=[O:20])[C:5]2[N:6]([CH2:11][C:12]3[CH:17]=[CH:16][C:15]([O:18][CH3:19])=[CH:14][CH:13]=3)[CH:7]=[N:8][C:9]=2[N:10]=1.[H-].[Na+].Cl[CH2:24][C:25]#[N:26]. (2) Given the product [Cl:18][CH2:2][C:3]1[CH:8]=[CH:7][C:6]([C:9]([NH:12][C:13](=[O:15])[CH3:14])([CH3:11])[CH3:10])=[CH:5][CH:4]=1, predict the reactants needed to synthesize it. The reactants are: O[CH2:2][C:3]1[CH:8]=[CH:7][C:6]([C:9]([NH:12][C:13](=[O:15])[CH3:14])([CH3:11])[CH3:10])=[CH:5][CH:4]=1.S(Cl)([Cl:18])=O.O. (3) The reactants are: [CH3:1][O:2][C:3]1[C:8]([C:9]2[C:10]([O:15][C:16]3[CH:22]=[CH:21][C:19]([NH2:20])=[CH:18][CH:17]=3)=[N:11][CH:12]=[CH:13][N:14]=2)=[CH:7][CH:6]=[CH:5][N:4]=1.Br[C:24]1[CH:29]=[CH:28][CH:27]=[CH:26][N:25]=1.CC(C)([O-])C.[Na+]. Given the product [CH3:1][O:2][C:3]1[C:8]([C:9]2[C:10]([O:15][C:16]3[CH:22]=[CH:21][C:19]([NH:20][C:24]4[CH:29]=[CH:28][CH:27]=[CH:26][N:25]=4)=[CH:18][CH:17]=3)=[N:11][CH:12]=[CH:13][N:14]=2)=[CH:7][CH:6]=[CH:5][N:4]=1, predict the reactants needed to synthesize it. (4) Given the product [C:19]([O:18][C:17](=[O:23])[NH:16][CH:15]1[CH2:14][S:13][CH2:12][CH2:11][N:10]([CH2:33][C:32]2[CH:35]=[CH:36][C:29]([O:28][CH2:24][CH2:25][CH2:26][CH3:27])=[CH:30][CH:31]=2)[C:9]1=[O:8])([CH3:20])([CH3:22])[CH3:21], predict the reactants needed to synthesize it. The reactants are: [H-].[Na+].C1COCC1.[O:8]=[C:9]1[CH:15]([NH:16][C:17](=[O:23])[O:18][C:19]([CH3:22])([CH3:21])[CH3:20])[CH2:14][S:13][CH2:12][CH2:11][NH:10]1.[CH2:24]([O:28][C:29]1[CH:36]=[CH:35][C:32]([CH2:33]Br)=[CH:31][CH:30]=1)[CH2:25][CH2:26][CH3:27]. (5) Given the product [CH3:10][N:3]1[CH2:4][CH2:5][NH:6][C@H:7]([CH3:8])[C@H:2]1[CH3:1], predict the reactants needed to synthesize it. The reactants are: [CH3:1][C@@H:2]1[C@@H:7]([CH3:8])[N:6](C)[CH2:5][CH2:4][N:3]1[C:10](OCC1C=CC=CC=1)=O. (6) Given the product [CH:6]([C:5]1[O:9][N:2]=[C:3]([N:10]2[CH2:11][CH2:12][N:13]([C:16]3[N:21]=[CH:20][C:19]([O:22][CH2:23][C:24]4[CH:25]=[CH:26][C:27]([S:30]([CH3:33])(=[O:32])=[O:31])=[CH:28][CH:29]=4)=[CH:18][N:17]=3)[CH2:14][CH2:15]2)[N:4]=1)([CH3:8])[CH3:7], predict the reactants needed to synthesize it. The reactants are: O/[N:2]=[C:3](/[N:10]1[CH2:15][CH2:14][N:13]([C:16]2[N:21]=[CH:20][C:19]([O:22][CH2:23][C:24]3[CH:29]=[CH:28][C:27]([S:30]([CH3:33])(=[O:32])=[O:31])=[CH:26][CH:25]=3)=[CH:18][N:17]=2)[CH2:12][CH2:11]1)\[NH:4][C:5](=[O:9])[CH:6]([CH3:8])[CH3:7].